Dataset: Catalyst prediction with 721,799 reactions and 888 catalyst types from USPTO. Task: Predict which catalyst facilitates the given reaction. (1) Reactant: [C:1]([N:4]1[C:13]2[C:8](=[CH:9][C:10]([C:14]#[CH:15])=[CH:11][CH:12]=2)[C@H:7]([NH:16][C:17](=[O:22])[O:18][CH:19]([CH3:21])[CH3:20])[CH2:6][C@@H:5]1[CH3:23])(=[O:3])[CH3:2].CO.[N:26]([CH2:29][C:30]([O:32][CH3:33])=[O:31])=[N+:27]=[N-:28]. Product: [C:1]([N:4]1[C:13]2[C:8](=[CH:9][C:10]([C:14]3[N:28]=[N:27][N:26]([CH2:29][C:30]([O:32][CH3:33])=[O:31])[CH:15]=3)=[CH:11][CH:12]=2)[C@H:7]([NH:16][C:17]([O:18][CH:19]([CH3:20])[CH3:21])=[O:22])[CH2:6][C@@H:5]1[CH3:23])(=[O:3])[CH3:2]. The catalyst class is: 590. (2) Reactant: [CH:1]([C:3]1[CH:4]=[C:5]([CH:11]=[CH:12][CH:13]=1)[O:6][CH2:7][C:8]([OH:10])=[O:9])=[O:2].C1(N=C=NC2CCCCC2)CCCCC1.[Br:29][CH2:30][CH2:31][CH2:32]O. Product: [Br-:29].[CH:1]([C:3]1[CH:4]=[C:5]([CH:11]=[CH:12][CH:13]=1)[O:6][CH2:7][C:8]([O:10][CH2:32][CH2:31][CH2:30][Br:29])=[O:9])=[O:2]. The catalyst class is: 369. (3) Reactant: [CH3:1][O:2][C:3](=[O:31])[C:4]([C:19]1[C:29]2=[C:30]3[C:25](=[CH:26][CH:27]=[CH:28]2)[CH2:24][CH2:23][CH2:22][N:21]3[CH:20]=1)=[C:5]([C:10]1[C:18]2[C:13](=[CH:14][CH:15]=[CH:16][CH:17]=2)[NH:12][CH:11]=1)[C:6]([O:8][CH3:9])=[O:7].COC(=O)CC1C2C(=CC=CC=2)NC=1.COC(=O)C(C1C2=C3C(=CC=C2)CCCN3C=1)=O.C([N-]C(C)C)(C)C.[Li+]. Product: [CH3:1][O:2][C:3](=[O:31])[CH:4]([C:19]1[C:29]2=[C:30]3[C:25](=[CH:26][CH:27]=[CH:28]2)[CH2:24][CH2:23][CH2:22][N:21]3[CH:20]=1)[CH:5]([C:10]1[C:18]2[C:13](=[CH:14][CH:15]=[CH:16][CH:17]=2)[NH:12][CH:11]=1)[C:6]([O:8][CH3:9])=[O:7]. The catalyst class is: 123. (4) Reactant: [OH:1][C:2]1[C:11]2[C:6](=[N:7][CH:8]=[CH:9][N:10]=2)[NH:5][C:4](=[O:12])[C:3]=1[C:13]([O:15][CH2:16][CH3:17])=[O:14].[H-].[Na+].[CH2:20](Br)[C:21]1[CH:26]=[CH:25][CH:24]=[CH:23][CH:22]=1.Cl. The catalyst class is: 35. Product: [OH:1][C:2]1[C:11]2[C:6](=[N:7][CH:8]=[CH:9][N:10]=2)[N:5]([CH2:20][C:21]2[CH:26]=[CH:25][CH:24]=[CH:23][CH:22]=2)[C:4](=[O:12])[C:3]=1[C:13]([O:15][CH2:16][CH3:17])=[O:14]. (5) Reactant: [CH3:1][O:2][C:3]1[CH:8]=[CH:7][CH:6]=[CH:5][C:4]=1[C:9]1[C:17]2[C:12](=[CH:13][CH:14]=[C:15]([C:18]#[N:19])[CH:16]=2)[N:11](C2CCCCO2)[N:10]=1.Cl.C(=O)(O)[O-].[Na+]. Product: [CH3:1][O:2][C:3]1[CH:8]=[CH:7][CH:6]=[CH:5][C:4]=1[C:9]1[C:17]2[C:12](=[CH:13][CH:14]=[C:15]([C:18]#[N:19])[CH:16]=2)[NH:11][N:10]=1. The catalyst class is: 7. (6) Reactant: [C:1]12([NH:6][C:7]([C:9]3[CH:10]=[C:11]([C:15]4[C:16]([CH2:35][CH2:36][C:37]([OH:39])=O)=[CH:17][C:18]5[O:22][C:21]([C:23]6[CH:28]=[CH:27][C:26]([F:29])=[CH:25][CH:24]=6)=[C:20]([C:30](=[O:33])[NH:31][CH3:32])[C:19]=5[CH:34]=4)[CH:12]=[CH:13][CH:14]=3)=[O:8])[CH2:5][CH:3]([CH2:4]1)[CH2:2]2.ClC(OCC)=O.[N-:46]=[N+:47]=[N-:48].[Na+]. Product: [C:1]12([NH:6][C:7]([C:9]3[CH:10]=[C:11]([C:15]4[C:16]([CH2:35][CH2:36][C:37]([N:46]=[N+:47]=[N-:48])=[O:39])=[CH:17][C:18]5[O:22][C:21]([C:23]6[CH:24]=[CH:25][C:26]([F:29])=[CH:27][CH:28]=6)=[C:20]([C:30](=[O:33])[NH:31][CH3:32])[C:19]=5[CH:34]=4)[CH:12]=[CH:13][CH:14]=3)=[O:8])[CH2:2][CH:3]([CH2:5]1)[CH2:4]2. The catalyst class is: 95.